Dataset: Reaction yield outcomes from USPTO patents with 853,638 reactions. Task: Predict the reaction yield, written as a fraction of the theoretical maximum amount of product (1.0 means a 100% yield; for example, 0.34 means a 34% yield). (1) The yield is 0.190. The catalyst is ClCCCl. The reactants are Br.[F:2][C:3]1[CH:31]=[CH:30][C:6]([O:7][CH2:8][CH2:9][CH2:10][N:11]2[C:15]3[CH:16]=[CH:17][CH:18]=[CH:19][C:14]=3[N:13]([CH2:20][C:21]3[CH:28]=[CH:27][C:24]([CH:25]=O)=[CH:23][CH:22]=3)[C:12]2=[NH:29])=[CH:5][CH:4]=1.C(O[BH-](OC(=O)C)OC(=O)C)(=O)C.[Na+].[Cl:46][C:47]1[CH:59]=[CH:58][CH:57]=[CH:56][C:48]=1[CH2:49][N:50]1[CH2:55][CH2:54][NH:53][CH2:52][CH2:51]1. The product is [Cl:46][C:47]1[CH:59]=[CH:58][CH:57]=[CH:56][C:48]=1[CH2:49][N:50]1[CH2:51][CH2:52][N:53]([CH2:25][C:24]2[CH:23]=[CH:22][C:21]([CH2:20][N:13]3[C:14]4[CH:19]=[CH:18][CH:17]=[CH:16][C:15]=4[N:11]([CH2:10][CH2:9][CH2:8][O:7][C:6]4[CH:5]=[CH:4][C:3]([F:2])=[CH:31][CH:30]=4)[C:12]3=[NH:29])=[CH:28][CH:27]=2)[CH2:54][CH2:55]1. (2) The catalyst is C(Cl)Cl. The product is [CH3:37][O:38][C:39](=[O:50])[C:40]1[CH:45]=[CH:44][C:43]([O:46][CH2:47][CH2:48][C:16]2[C:17]3[C:22](=[CH:21][C:20]([Cl:23])=[CH:19][CH:18]=3)[N:14]([CH:1]([C:2]3[CH:7]=[CH:6][CH:5]=[CH:4][CH:3]=3)[C:8]3[CH:9]=[CH:10][CH:11]=[CH:12][CH:13]=3)[C:15]=2[CH2:24][CH2:25][NH:26][S:27]([CH2:30][C:31]2[CH:36]=[CH:35][CH:34]=[CH:33][CH:32]=2)(=[O:29])=[O:28])=[CH:42][CH:41]=1. The yield is 0.350. The reactants are [CH:1]([N:14]1[C:22]2[C:17](=[CH:18][CH:19]=[C:20]([Cl:23])[CH:21]=2)[CH:16]=[C:15]1[CH2:24][CH2:25][NH:26][S:27]([CH2:30][C:31]1[CH:36]=[CH:35][CH:34]=[CH:33][CH:32]=1)(=[O:29])=[O:28])([C:8]1[CH:13]=[CH:12][CH:11]=[CH:10][CH:9]=1)[C:2]1[CH:7]=[CH:6][CH:5]=[CH:4][CH:3]=1.[CH3:37][O:38][C:39](=[O:50])[C:40]1[CH:45]=[CH:44][C:43]([O:46][CH2:47][CH:48]=O)=[CH:42][CH:41]=1.C([SiH](CC)CC)C.C(O)(C(F)(F)F)=O.